Dataset: Catalyst prediction with 721,799 reactions and 888 catalyst types from USPTO. Task: Predict which catalyst facilitates the given reaction. (1) Reactant: [C:1]([O:5][C:6]([N:8]1[C:16]2[C:11](=[C:12]([F:17])[CH:13]=[CH:14][CH:15]=2)[CH:10]=[C:9]1B(O)O)=[O:7])([CH3:4])([CH3:3])[CH3:2].[Cl:21][C:22]1[CH:27]=[N:26][CH:25]=[C:24](Cl)[N:23]=1.[O-]P([O-])([O-])=O.[K+].[K+].[K+]. Product: [Cl:21][C:22]1[N:23]=[C:24]([C:9]2[N:8]([C:6]([O:5][C:1]([CH3:4])([CH3:3])[CH3:2])=[O:7])[C:16]3[C:11]([CH:10]=2)=[C:12]([F:17])[CH:13]=[CH:14][CH:15]=3)[CH:25]=[N:26][CH:27]=1. The catalyst class is: 710. (2) Reactant: C(OC(=O)[NH:7][CH2:8][CH2:9][CH2:10][C:11](=[O:21])[NH:12][CH2:13][CH2:14][CH2:15][C:16](=[O:20])[NH:17][CH2:18][CH3:19])(C)(C)C.[C:23]([NH:30][CH2:31][CH2:32][CH2:33][C:34]([OH:36])=O)([O:25][C:26]([CH3:29])([CH3:28])[CH3:27])=[O:24]. Product: [C:26]([O:25][C:23](=[O:24])[NH:30][CH2:31][CH2:32][CH2:33][C:34](=[O:36])[NH:7][CH2:8][CH2:9][CH2:10][C:11](=[O:21])[NH:12][CH2:13][CH2:14][CH2:15][C:16](=[O:20])[NH:17][CH2:18][CH3:19])([CH3:27])([CH3:28])[CH3:29]. The catalyst class is: 240. (3) Product: [F:13][C:14]1[CH:15]=[C:16]([CH:25]([CH3:29])[C:26]([NH:10][CH2:9][C:7]2[NH:6][N:5]=[C:4]([C:3]([F:2])([F:11])[F:12])[CH:8]=2)=[O:27])[CH:17]=[CH:18][C:19]=1[CH2:20][S:21]([CH3:24])(=[O:22])=[O:23]. The catalyst class is: 1. Reactant: Cl.[F:2][C:3]([F:12])([F:11])[C:4]1[CH:8]=[C:7]([CH2:9][NH2:10])[NH:6][N:5]=1.[F:13][C:14]1[CH:15]=[C:16]([CH:25]([CH3:29])[C:26](O)=[O:27])[CH:17]=[CH:18][C:19]=1[CH2:20][S:21]([CH3:24])(=[O:23])=[O:22].F[B-](F)(F)F.N1(OC(N(C)C)=[N+](C)C)C2C=CC=CC=2N=N1.ON1C2C=CC=CC=2N=N1.C(N(C(C)C)C(C)C)C. (4) Reactant: [C:1]([O:5][C:6]([N:8]1[CH2:15][CH:14]2[C:10]([C:16]3[CH:21]=[CH:20][CH:19]=[CH:18][CH:17]=3)([NH:11][O:12][CH2:13]2)[CH2:9]1)=[O:7])([CH3:4])([CH3:3])[CH3:2].[C:22]([N:30]=[C:31]=[S:32])(=[O:29])[C:23]1[CH:28]=[CH:27][CH:26]=[CH:25][CH:24]=1. Product: [C:1]([O:5][C:6]([N:8]1[CH2:15][CH:14]2[C:10]([C:16]3[CH:21]=[CH:20][CH:19]=[CH:18][CH:17]=3)([N:11]([C:31](=[S:32])[NH:30][C:22](=[O:29])[C:23]3[CH:28]=[CH:27][CH:26]=[CH:25][CH:24]=3)[O:12][CH2:13]2)[CH2:9]1)=[O:7])([CH3:4])([CH3:2])[CH3:3]. The catalyst class is: 7. (5) Reactant: [CH3:1][C@@H:2]([NH2:9])[C:3]1[CH:8]=[CH:7][CH:6]=[CH:5][CH:4]=1.C(O)(C)C.[CH2:14]([CH:18]([CH2:22][OH:23])[C:19]([OH:21])=[O:20])[CH2:15][CH2:16][CH3:17]. Product: [CH3:1][C@@H:2]([NH3+:9])[C:3]1[CH:8]=[CH:7][CH:6]=[CH:5][CH:4]=1.[CH2:14]([C@H:18]([CH2:22][OH:23])[C:19]([O-:21])=[O:20])[CH2:15][CH2:16][CH3:17]. The catalyst class is: 13.